Dataset: Reaction yield outcomes from USPTO patents with 853,638 reactions. Task: Predict the reaction yield, written as a fraction of the theoretical maximum amount of product (1.0 means a 100% yield; for example, 0.34 means a 34% yield). The reactants are FC(F)(F)C(O)=O.[Cl:8][C:9]1[C:10]([F:38])=[C:11]([CH:15]2[C:19]([C:22]3[CH:27]=[CH:26][C:25]([Cl:28])=[CH:24][C:23]=3[F:29])([C:20]#[N:21])[CH:18]([CH2:30][C:31]([CH3:34])([CH3:33])[CH3:32])[NH:17][CH:16]2[C:35](O)=[O:36])[CH:12]=[CH:13][CH:14]=1.[C:39]([O:43][C:44]([N:46]1[CH2:51][CH2:50][CH:49]([NH2:52])[CH2:48][CH2:47]1)=[O:45])([CH3:42])([CH3:41])[CH3:40].CN(C(ON1N=NC2C=CC=NC1=2)=[N+](C)C)C.F[P-](F)(F)(F)(F)F.CCN(C(C)C)C(C)C.Cl. The catalyst is C(Cl)Cl.O1CCCC1. The product is [C:39]([O:43][C:44]([N:46]1[CH2:51][CH2:50][CH:49]([NH:52][C:35]([C@H:16]2[C@H:15]([C:11]3[CH:12]=[CH:13][CH:14]=[C:9]([Cl:8])[C:10]=3[F:38])[C@:19]([C:22]3[CH:27]=[CH:26][C:25]([Cl:28])=[CH:24][C:23]=3[F:29])([C:20]#[N:21])[C@H:18]([CH2:30][C:31]([CH3:33])([CH3:34])[CH3:32])[NH:17]2)=[O:36])[CH2:48][CH2:47]1)=[O:45])([CH3:42])([CH3:40])[CH3:41]. The yield is 0.380.